Dataset: Full USPTO retrosynthesis dataset with 1.9M reactions from patents (1976-2016). Task: Predict the reactants needed to synthesize the given product. (1) The reactants are: [C:1]([O:5][C:6]([N:8]1[CH2:12][CH2:11][C:10]([CH2:22][NH:23]C(OCC2C=CC=CC=2)=O)([C:13](=[O:21])[NH:14][C:15]2[CH:20]=[CH:19][CH:18]=[CH:17][CH:16]=2)[CH2:9]1)=[O:7])([CH3:4])([CH3:3])[CH3:2].C([O-])=O.[NH4+]. Given the product [NH2:23][CH2:22][C:10]1([C:13](=[O:21])[NH:14][C:15]2[CH:20]=[CH:19][CH:18]=[CH:17][CH:16]=2)[CH2:11][CH2:12][N:8]([C:6]([O:5][C:1]([CH3:3])([CH3:4])[CH3:2])=[O:7])[CH2:9]1, predict the reactants needed to synthesize it. (2) Given the product [ClH:22].[CH3:18][O:17][N:14]1[C:15](=[O:16])[C:10]2[CH2:9][NH:8][CH2:21][CH2:20][C:11]=2[NH:12][C:13]1=[O:19], predict the reactants needed to synthesize it. The reactants are: C(OC([N:8]1[CH2:21][CH2:20][C:11]2[NH:12][C:13](=[O:19])[N:14]([O:17][CH3:18])[C:15](=[O:16])[C:10]=2[CH2:9]1)=O)(C)(C)C.[ClH:22]. (3) Given the product [CH2:37]([S:44]([N:47]1[CH:51]=[CH:50][C:49]([NH:52][C:6]([C:4]2[N:3]=[CH:2][S:1][CH:5]=2)=[O:8])=[CH:48]1)(=[O:46])=[O:45])[C:38]1[CH:43]=[CH:42][CH:41]=[CH:40][CH:39]=1, predict the reactants needed to synthesize it. The reactants are: [S:1]1[CH:5]=[C:4]([C:6]([OH:8])=O)[N:3]=[CH:2]1.F[P-](F)(F)(F)(F)F.ClC(=[N+]1CCCC1)N1CCCC1.C(N(C(C)C)CC)(C)C.[CH2:37]([S:44]([N:47]1[CH:51]=[CH:50][C:49]([NH2:52])=[CH:48]1)(=[O:46])=[O:45])[C:38]1[CH:43]=[CH:42][CH:41]=[CH:40][CH:39]=1. (4) Given the product [CH3:22][O:15][C:14]([C:12]1[N:11]=[CH:10][N:9]([C:4]2[CH:5]=[CH:6][C:7]([Cl:8])=[C:2]([Cl:1])[CH:3]=2)[CH:13]=1)=[O:16], predict the reactants needed to synthesize it. The reactants are: [Cl:1][C:2]1[CH:3]=[C:4]([N:9]2[CH:13]=[C:12]([C:14]([OH:16])=[O:15])[N:11]=[CH:10]2)[CH:5]=[CH:6][C:7]=1[Cl:8].S(=O)(=O)(O)O.[CH3:22]O. (5) Given the product [OH:8][C:9]1[CH:10]=[CH:11][C:12]([C:15]2[CH:20]=[CH:19][C:18]([CH2:21][CH:22]([CH2:25][OH:26])[CH2:23][OH:24])=[CH:17][CH:16]=2)=[CH:13][CH:14]=1, predict the reactants needed to synthesize it. The reactants are: C1(C[O:8][C:9]2[CH:14]=[CH:13][C:12]([C:15]3[CH:20]=[CH:19][C:18]([CH2:21][CH:22]([CH2:25][OH:26])[CH2:23][OH:24])=[CH:17][CH:16]=3)=[CH:11][CH:10]=2)C=CC=CC=1.C. (6) The reactants are: Cl.[Cl:2][C:3]1[CH:4]=[C:5]([C:13]2[O:17][N:16]=[C:15]([C:18]3[CH:28]=[CH:27][C:21]4[CH2:22][CH2:23][NH:24][CH2:25][CH2:26][C:20]=4[CH:19]=3)[N:14]=2)[CH:6]=[N:7][C:8]=1[O:9][CH:10]([CH3:12])[CH3:11].C(=O)([O-])[O-].[K+].[K+].Br[CH2:36][CH2:37][CH2:38][C:39]([O:41][CH2:42][CH3:43])=[O:40]. Given the product [Cl:2][C:3]1[CH:4]=[C:5]([C:13]2[O:17][N:16]=[C:15]([C:18]3[CH:28]=[CH:27][C:21]4[CH2:22][CH2:23][N:24]([CH2:36][CH2:37][CH2:38][C:39]([O:41][CH2:42][CH3:43])=[O:40])[CH2:25][CH2:26][C:20]=4[CH:19]=3)[N:14]=2)[CH:6]=[N:7][C:8]=1[O:9][CH:10]([CH3:11])[CH3:12], predict the reactants needed to synthesize it. (7) Given the product [CH:14]1([C:11]2[CH:12]=[CH:13][C:8]([C:5]3[N:6]=[CH:7][C:2]([NH2:1])=[N:3][CH:4]=3)=[C:9]([F:19])[C:10]=2[O:18][C:21]2[CH:26]=[C:25]([O:27][CH3:28])[N:24]=[CH:23][N:22]=2)[CH2:15][CH2:16][CH2:17]1, predict the reactants needed to synthesize it. The reactants are: [NH2:1][C:2]1[N:3]=[CH:4][C:5]([C:8]2[C:9]([F:19])=[C:10]([OH:18])[C:11]([CH:14]3[CH2:17][CH2:16][CH2:15]3)=[CH:12][CH:13]=2)=[N:6][CH:7]=1.Cl[C:21]1[CH:26]=[C:25]([O:27][CH3:28])[N:24]=[CH:23][N:22]=1.